From a dataset of Forward reaction prediction with 1.9M reactions from USPTO patents (1976-2016). Predict the product of the given reaction. (1) Given the reactants [CH:1]1([N:6]2[C:15]3[N:14]=[C:13]([C:16]4[CH:21]=[CH:20][N:19]=[CH:18][C:17]=4[NH2:22])[N:12]=[CH:11][C:10]=3[N:9]3[CH:23]=[N:24][N:25]=[C:8]3[C@H:7]2[CH2:26][CH3:27])[CH2:5][CH2:4][CH2:3][CH2:2]1.[C:28](O)(=[O:35])[C:29]1[CH:34]=[CH:33][CH:32]=[CH:31][CH:30]=1.CN(C(ON1N=NC2C=CC=NC1=2)=[N+](C)C)C.F[P-](F)(F)(F)(F)F.CCN(C(C)C)C(C)C, predict the reaction product. The product is: [CH:1]1([N:6]2[C:15]3[N:14]=[C:13]([C:16]4[CH:21]=[CH:20][N:19]=[CH:18][C:17]=4[NH:22][C:28](=[O:35])[C:29]4[CH:34]=[CH:33][CH:32]=[CH:31][CH:30]=4)[N:12]=[CH:11][C:10]=3[N:9]3[CH:23]=[N:24][N:25]=[C:8]3[C@H:7]2[CH2:26][CH3:27])[CH2:2][CH2:3][CH2:4][CH2:5]1. (2) Given the reactants [C:1]12[C:11](=[O:12])[NH:10][C:8](=[O:9])[NH:7][C:2]=1[NH:3][C:4]([NH:6]2)=[O:5].[O:13]=[O:14], predict the reaction product. The product is: [OH:13][OH:14].[CH:2]1([NH:7][C:8]([NH2:10])=[O:9])[NH:3][C:4](=[O:5])[NH:6][C:1]1=[O:13].[C:11](=[O:12])=[O:13]. (3) The product is: [C:1]([Si:5]([CH3:31])([CH3:30])[O:6][CH2:7][C@@H:8]([C@@H:17]1[C@@H:21]([C:22]2[CH:27]=[CH:26][C:25]([Cl:28])=[C:24]([Cl:29])[CH:23]=2)[CH2:20][N:19]([C:72]([C:68]2[CH:67]=[C:66]([CH3:65])[N:71]=[N:70][CH:69]=2)=[O:73])[CH2:18]1)[O:9][C:10]1[CH:15]=[CH:14][C:13]([Cl:16])=[CH:12][N:11]=1)([CH3:4])([CH3:3])[CH3:2]. Given the reactants [C:1]([Si:5]([CH3:31])([CH3:30])[O:6][CH2:7][C@@H:8]([C@@H:17]1[C@@H:21]([C:22]2[CH:27]=[CH:26][C:25]([Cl:28])=[C:24]([Cl:29])[CH:23]=2)[CH2:20][NH:19][CH2:18]1)[O:9][C:10]1[CH:15]=[CH:14][C:13]([Cl:16])=[CH:12][N:11]=1)([CH3:4])([CH3:3])[CH3:2].CCN(C(C)C)C(C)C.CN(C(ON1N=NC2C=CC=NC1=2)=[N+](C)C)C.F[P-](F)(F)(F)(F)F.[CH3:65][C:66]1[N:71]=[N:70][CH:69]=[C:68]([C:72](O)=[O:73])[CH:67]=1, predict the reaction product. (4) The product is: [F:30][C:29]([F:32])([F:31])[C:27]([OH:33])=[O:28].[F:25][C:22]([F:23])([F:24])[CH2:21][N:18]1[CH:19]=[CH:20][C:16]([NH:15][C:14]([C@@H:13]2[CH2:12][C@@H:11]3[C@@H:9]([CH2:10]3)[NH:8]2)=[O:26])=[N:17]1. Given the reactants C(OC([N:8]1[C@H:13]([C:14](=[O:26])[NH:15][C:16]2[CH:20]=[CH:19][N:18]([CH2:21][C:22]([F:25])([F:24])[F:23])[N:17]=2)[CH2:12][C@@H:11]2[C@H:9]1[CH2:10]2)=O)(C)(C)C.[C:27]([OH:33])([C:29]([F:32])([F:31])[F:30])=[O:28], predict the reaction product. (5) Given the reactants [CH3:1][S:2](Cl)(=[O:4])=[O:3].[CH3:6][CH:7]([CH2:10][OH:11])[CH2:8][OH:9], predict the reaction product. The product is: [CH3:1][S:2]([O:9][CH2:8][CH:7]([CH3:6])[CH2:10][O:11][S:2]([CH3:1])(=[O:4])=[O:3])(=[O:4])=[O:3]. (6) The product is: [CH:30]1([C:33]([NH:1][C:2]2[S:3][C:4]3[C:9]([N:10]=2)=[CH:8][CH:7]=[C:6]([O:11][C:12]2[CH:13]=[C:14]([NH:19][C:20](=[O:29])[O:21][CH2:22][C:23]4[CH:24]=[CH:25][CH:26]=[CH:27][CH:28]=4)[CH:15]=[CH:16][C:17]=2[CH3:18])[N:5]=3)=[O:34])[CH2:32][CH2:31]1. Given the reactants [NH2:1][C:2]1[S:3][C:4]2[C:9]([N:10]=1)=[CH:8][CH:7]=[C:6]([O:11][C:12]1[CH:13]=[C:14]([NH:19][C:20](=[O:29])[O:21][CH2:22][C:23]3[CH:28]=[CH:27][CH:26]=[CH:25][CH:24]=3)[CH:15]=[CH:16][C:17]=1[CH3:18])[N:5]=2.[CH:30]1([C:33](Cl)=[O:34])[CH2:32][CH2:31]1.CO.C(=O)([O-])[O-].[K+].[K+], predict the reaction product.